Dataset: Reaction yield outcomes from USPTO patents with 853,638 reactions. Task: Predict the reaction yield, written as a fraction of the theoretical maximum amount of product (1.0 means a 100% yield; for example, 0.34 means a 34% yield). (1) The reactants are [O:1]1[CH:5]=[CH:4][CH:3]=[C:2]1[C:6]1[N:11]=[C:10]([NH2:12])[C:9]([N+:13]([O-])=O)=[CH:8][C:7]=1[C:16]1[CH:21]=[CH:20][N:19]=[C:18]([S:22][CH3:23])[N:17]=1.Cl. The catalyst is C(O)C.[Fe]. The product is [O:1]1[CH:5]=[CH:4][CH:3]=[C:2]1[C:6]1[N:11]=[C:10]([NH2:12])[C:9]([NH2:13])=[CH:8][C:7]=1[C:16]1[CH:21]=[CH:20][N:19]=[C:18]([S:22][CH3:23])[N:17]=1. The yield is 0.680. (2) The reactants are [Cl:1][C:2]1[CH:11]=[CH:10][C:5]([C:6]([O:8][CH3:9])=[O:7])=[C:4]([NH:12][CH2:13][CH2:14][CH2:15][OH:16])[C:3]=1[NH:17][C:18](=S)[NH:19][C:20]1[C:25]([Cl:26])=[CH:24][C:23]([Cl:27])=[CH:22][C:21]=1[Cl:28].Cl.C(N=C=NCCCN(C)C)C.C(N(CC)CC)C. The catalyst is O1CCCC1.C(OCC)(=O)C. The product is [Cl:1][C:2]1[C:3]2[N:17]=[C:18]([NH:19][C:20]3[C:25]([Cl:26])=[CH:24][C:23]([Cl:27])=[CH:22][C:21]=3[Cl:28])[N:12]([CH2:13][CH2:14][CH2:15][OH:16])[C:4]=2[C:5]([C:6]([O:8][CH3:9])=[O:7])=[CH:10][CH:11]=1. The yield is 0.960.